From a dataset of Reaction yield outcomes from USPTO patents with 853,638 reactions. Predict the reaction yield, written as a fraction of the theoretical maximum amount of product (1.0 means a 100% yield; for example, 0.34 means a 34% yield). (1) No catalyst specified. The product is [CH2:1]([O:5][C:6]1[CH:11]=[CH:10][C:9]([C:12]2[O:16][N:15]=[C:14]([C:17]3[CH:18]=[C:19]4[C:23](=[CH:24][CH:25]=3)[NH:22][CH2:21][CH2:20]4)[N:13]=2)=[CH:8][C:7]=1[Cl:26])[CH2:2][CH2:3][CH3:4]. The reactants are [CH2:1]([O:5][C:6]1[CH:11]=[CH:10][C:9]([C:12]2[O:16][N:15]=[C:14]([C:17]3[CH:18]=[C:19]4[C:23](=[CH:24][CH:25]=3)[NH:22][CH:21]=[CH:20]4)[N:13]=2)=[CH:8][C:7]=1[Cl:26])[CH2:2][CH2:3][CH3:4].C(OC1C=C(C2ON=C(C3C=CC=C4C=3C=CN4)N=2)C=CC=1OCC)C. The yield is 0.920. (2) The reactants are [C:1]([C:4]1[C:12]2[C:7](=[CH:8][CH:9]=[C:10]([Cl:13])[CH:11]=2)[NH:6][CH:5]=1)(=[O:3])[CH3:2].C1(P(C2C=CC=CC=2)C2C=CC=CC=2)C=CC=CC=1.[CH2:33](O)[CH2:34][C:35]1[CH:40]=[CH:39][CH:38]=[CH:37][CH:36]=1.N(C(OC(C)C)=O)=NC(OC(C)C)=O. The catalyst is C1COCC1. The product is [C:1]([C:4]1[C:12]2[C:7](=[CH:8][CH:9]=[C:10]([Cl:13])[CH:11]=2)[N:6]([CH2:33][CH2:34][C:35]2[CH:40]=[CH:39][CH:38]=[CH:37][CH:36]=2)[CH:5]=1)(=[O:3])[CH3:2]. The yield is 0.650. (3) The reactants are [F:1][C:2]([F:22])([F:21])[C:3]1[CH:4]=[CH:5][C:6]([CH2:13][C:14]([O:16]C(C)(C)C)=[O:15])=[C:7]2[C:12]=1[N:11]=[CH:10][CH:9]=[CH:8]2.C(O)(C(F)(F)F)=O. The catalyst is C(Cl)Cl. The product is [F:21][C:2]([F:1])([F:22])[C:3]1[CH:4]=[CH:5][C:6]([CH2:13][C:14]([OH:16])=[O:15])=[C:7]2[C:12]=1[N:11]=[CH:10][CH:9]=[CH:8]2. The yield is 0.540. (4) The reactants are [C:1]([NH:5][C:6]1[C:15]2[C:10](=[CH:11][CH:12]=[C:13]([C:16]3[CH:21]=[CH:20][C:19]([F:22])=[CH:18][C:17]=3[F:23])[CH:14]=2)[N:9]=[C:8]([C:24]2[CH:25]=[N:26][CH:27]=[CH:28][CH:29]=2)[N:7]=1)([CH3:4])([CH3:3])[CH3:2].[CH3:30][S:31]([OH:34])(=[O:33])=[O:32]. The catalyst is ClCl.CO. The product is [CH3:30][S:31]([OH:34])(=[O:33])=[O:32].[C:1]([NH:5][C:6]1[C:15]2[C:10](=[CH:11][CH:12]=[C:13]([C:16]3[CH:21]=[CH:20][C:19]([F:22])=[CH:18][C:17]=3[F:23])[CH:14]=2)[N:9]=[C:8]([C:24]2[CH:25]=[N:26][CH:27]=[CH:28][CH:29]=2)[N:7]=1)([CH3:4])([CH3:2])[CH3:3]. The yield is 0.720. (5) The reactants are [N+:1]([C:4]1[CH:10]=[CH:9][C:7]([NH2:8])=[CH:6][CH:5]=1)([O-:3])=[O:2].[Br:11]Br. The catalyst is CC(O)=O. The product is [Br:11][C:9]1[CH:10]=[C:4]([N+:1]([O-:3])=[O:2])[CH:5]=[CH:6][C:7]=1[NH2:8]. The yield is 0.800.